From a dataset of Reaction yield outcomes from USPTO patents with 853,638 reactions. Predict the reaction yield, written as a fraction of the theoretical maximum amount of product (1.0 means a 100% yield; for example, 0.34 means a 34% yield). The reactants are Br[C:2]1[N:7]=[CH:6][C:5]([CH3:8])=[CH:4][CH:3]=1.[C:9]1(B(O)O)[CH:14]=[CH:13][CH:12]=[CH:11][CH:10]=1.C1(P(C2C=CC=CC=2)C2C=CC=CC=2)C=CC=CC=1.C([O-])([O-])=O.[K+].[K+]. The catalyst is C([O-])(=O)C.[Pd+2].C([O-])(=O)C.C(COC)OC. The product is [CH3:8][C:5]1[CH:6]=[N:7][C:2]([C:9]2[CH:14]=[CH:13][CH:12]=[CH:11][CH:10]=2)=[CH:3][CH:4]=1. The yield is 0.841.